Dataset: Catalyst prediction with 721,799 reactions and 888 catalyst types from USPTO. Task: Predict which catalyst facilitates the given reaction. Reactant: [Li]CCCC.[N:6]1[CH:11]=[CH:10][C:9]([C:12]2[N:13]3[CH2:19][CH2:18][CH2:17][C:14]3=[N:15][N:16]=2)=[CH:8][CH:7]=1.Br[CH2:21][C:22]1[N:26]=[C:25]([C:27]2[CH:32]=[CH:31][CH:30]=[C:29]([Cl:33])[CH:28]=2)[O:24][N:23]=1.[NH4+].[Cl-]. Product: [Cl:33][C:29]1[CH:28]=[C:27]([C:25]2[O:24][N:23]=[C:22]([CH2:21][CH:17]3[C:14]4=[N:15][N:16]=[C:12]([C:9]5[CH:8]=[CH:7][N:6]=[CH:11][CH:10]=5)[N:13]4[CH2:19][CH2:18]3)[N:26]=2)[CH:32]=[CH:31][CH:30]=1. The catalyst class is: 1.